This data is from CYP2D6 inhibition data for predicting drug metabolism from PubChem BioAssay. The task is: Regression/Classification. Given a drug SMILES string, predict its absorption, distribution, metabolism, or excretion properties. Task type varies by dataset: regression for continuous measurements (e.g., permeability, clearance, half-life) or binary classification for categorical outcomes (e.g., BBB penetration, CYP inhibition). Dataset: cyp2d6_veith. (1) The molecule is Cc1cc2ccccc2c(=O)n1CC(=O)NCC(=O)N1CCCC1. The result is 0 (non-inhibitor). (2) The compound is COc1ccc(/C=C/C(=O)Nc2ccccc2C(=O)N2CCCC2)cc1. The result is 0 (non-inhibitor). (3) The molecule is NC(N)=NC[C@@H]1CCCCCCN1.O=S(=O)(O)O. The result is 0 (non-inhibitor). (4) The result is 0 (non-inhibitor). The compound is Cc1c[nH]c(=O)n(CCCN2CCN(c3ccccc3OCC(F)(F)F)CC2)c1=O. (5) The drug is COC(=O)[C@@]1(Cc2ccc(F)cc2)[C@H]2[C@H](CC(=O)C(=O)N3CCCC3)C(=O)C[C@H]2CN1C(=O)c1ccccc1. The result is 0 (non-inhibitor). (6) The molecule is CCCCOc1ccc(OCCCN2CCOCC2)cc1. The result is 0 (non-inhibitor). (7) The compound is C[n+]1cccc(/C=C\c2ccc3cccc(O)c3n2)c1. The result is 0 (non-inhibitor).